This data is from Catalyst prediction with 721,799 reactions and 888 catalyst types from USPTO. The task is: Predict which catalyst facilitates the given reaction. Reactant: [CH2:1]([CH:3]([N:6]1[C:10]2[N:11]=[C:12]([N:16]([CH2:26][CH3:27])[C:17]3[C:22]([CH3:23])=[CH:21][C:20]([CH3:24])=[CH:19][C:18]=3[CH3:25])[N:13]=[C:14]([CH3:15])[C:9]=2[CH2:8][C:7]1=[O:28])[CH2:4][CH3:5])[CH3:2].[N:29]([CH:32]([CH3:34])[CH3:33])=[C:30]=[O:31].C[Si]([N-][Si](C)(C)C)(C)C.[Na+].O. Product: [CH:32]([NH:29][C:30]([CH:8]1[C:9]2[C:14]([CH3:15])=[N:13][C:12]([N:16]([CH2:26][CH3:27])[C:17]3[C:18]([CH3:25])=[CH:19][C:20]([CH3:24])=[CH:21][C:22]=3[CH3:23])=[N:11][C:10]=2[N:6]([CH:3]([CH2:4][CH3:5])[CH2:1][CH3:2])[C:7]1=[O:28])=[O:31])([CH3:34])[CH3:33]. The catalyst class is: 12.